Dataset: Catalyst prediction with 721,799 reactions and 888 catalyst types from USPTO. Task: Predict which catalyst facilitates the given reaction. (1) Product: [CH2:1]([O:8][C:9]1[CH:10]=[CH:11][C:12]2[O:18][C:26]([C:27]([CH:29]3[CH2:34][CH2:33][CH2:32][CH2:31][CH2:30]3)=[O:28])=[C:15]([CH3:16])[C:13]=2[CH:14]=1)[C:2]1[CH:7]=[CH:6][CH:5]=[CH:4][CH:3]=1. The catalyst class is: 9. Reactant: [CH2:1]([O:8][C:9]1[CH:10]=[CH:11][C:12]([OH:18])=[C:13]([C:15](=O)[CH3:16])[CH:14]=1)[C:2]1[CH:7]=[CH:6][CH:5]=[CH:4][CH:3]=1.C(=O)([O-])[O-].[K+].[K+].Br[CH2:26][C:27]([CH:29]1[CH2:34][CH2:33][CH2:32][CH2:31][CH2:30]1)=[O:28]. (2) Reactant: [C:1]1([S:7](Cl)(=[O:9])=[O:8])[CH:6]=[CH:5][CH:4]=[CH:3][CH:2]=1.Cl.[S:12]1[C:16]([NH2:17])=[CH:15][C:14]2[CH:18]=[CH:19][CH:20]=[CH:21][C:13]1=2. Product: [S:12]1[C:16]([NH:17][S:7]([C:1]2[CH:6]=[CH:5][CH:4]=[CH:3][CH:2]=2)(=[O:9])=[O:8])=[CH:15][C:14]2[CH:18]=[CH:19][CH:20]=[CH:21][C:13]1=2. The catalyst class is: 17. (3) Reactant: [C:1]([O:5][C:6]([N:8]1[CH2:13][CH2:12][C:11]2[N:14]([CH3:27])[C:15]([C:17]3[CH:22]=[CH:21][N:20]=[C:19]([NH:23][C:24](=[O:26])[CH3:25])[N:18]=3)=[CH:16][C:10]=2[C:9]1=[O:28])=[O:7])([CH3:4])([CH3:3])[CH3:2].[C:29]([O-])([O-])=O.[Cs+].[Cs+].CI. Product: [C:1]([O:5][C:6]([N:8]1[CH2:13][CH2:12][C:11]2[N:14]([CH3:27])[C:15]([C:17]3[CH:22]=[CH:21][N:20]=[C:19]([N:23]([C:24](=[O:26])[CH3:25])[CH3:29])[N:18]=3)=[CH:16][C:10]=2[C:9]1=[O:28])=[O:7])([CH3:4])([CH3:3])[CH3:2]. The catalyst class is: 18. (4) Reactant: [Br:1][C:2]1[CH:3]=[CH:4][C:5]([O:8][CH3:9])=[N:6][CH:7]=1.C([O-])(=O)C.[Na+].[Br:15]Br. Product: [Br:15][C:4]1[C:5]([O:8][CH3:9])=[N:6][CH:7]=[C:2]([Br:1])[CH:3]=1. The catalyst class is: 86. (5) Reactant: [C:1]([C:5]1[N:10]=[C:9]([N:11]2[CH2:16][CH2:15][N:14]([CH2:17][CH2:18][CH2:19][CH2:20][NH2:21])[CH2:13][CH2:12]2)[CH:8]=[C:7]([C:22]([F:25])([F:24])[F:23])[N:6]=1)([CH3:4])([CH3:3])[CH3:2].C1N=CN([C:31](N2C=NC=C2)=[O:32])C=1.[C:38]([C:42]1[N:47]=[C:46]([N:48]2[CH2:53][CH2:52][NH:51][CH2:50][CH2:49]2)[CH:45]=[C:44]([C:54]([F:57])([F:56])[F:55])[N:43]=1)([CH3:41])([CH3:40])[CH3:39]. Product: [C:38]([C:42]1[N:47]=[C:46]([N:48]2[CH2:49][CH2:50][N:51]([C:31]([NH:21][CH2:20][CH2:19][CH2:18][CH2:17][N:14]3[CH2:15][CH2:16][N:11]([C:9]4[CH:8]=[C:7]([C:22]([F:24])([F:25])[F:23])[N:6]=[C:5]([C:1]([CH3:4])([CH3:2])[CH3:3])[N:10]=4)[CH2:12][CH2:13]3)=[O:32])[CH2:52][CH2:53]2)[CH:45]=[C:44]([C:54]([F:55])([F:56])[F:57])[N:43]=1)([CH3:41])([CH3:39])[CH3:40]. The catalyst class is: 147. (6) Reactant: [C:1]([CH:5]1[CH2:10][CH2:9][N:8]([CH2:11][C:12]2[CH:17]=[CH:16][C:15]([C@H:18]([NH:23][S:24]([CH3:27])(=[O:26])=[O:25])[C:19]([F:22])([F:21])[F:20])=[CH:14][CH:13]=2)[CH2:7][CH2:6]1)([CH3:4])([CH3:3])[CH3:2].[P:28](=[O:32])([OH:31])([OH:30])[OH:29]. Product: [P:28]([OH:32])([OH:31])([OH:30])=[O:29].[C:1]([CH:5]1[CH2:6][CH2:7][N:8]([CH2:11][C:12]2[CH:17]=[CH:16][C:15]([C@H:18]([NH:23][S:24]([CH3:27])(=[O:26])=[O:25])[C:19]([F:22])([F:21])[F:20])=[CH:14][CH:13]=2)[CH2:9][CH2:10]1)([CH3:4])([CH3:2])[CH3:3]. The catalyst class is: 21. (7) Reactant: [Cl:1][C:2]1[C:3]([F:33])=[C:4]([CH:8]2[C:12]([C:15]3[CH:20]=[CH:19][C:18]([Cl:21])=[CH:17][C:16]=3[F:22])([C:13]#[N:14])[CH:11]([CH2:23][C:24]([CH3:27])([CH3:26])[CH3:25])[N:10]([CH:28]=[O:29])[CH:9]2[C:30](O)=[O:31])[CH:5]=[CH:6][CH:7]=1.[CH3:34][C:35]1([CH3:43])[O:39][C@@H:38]([CH2:40][CH2:41][NH2:42])[CH2:37][O:36]1.CN(C(ON1N=NC2C=CC=NC1=2)=[N+](C)C)C.F[P-](F)(F)(F)(F)F.CCN(C(C)C)C(C)C. Product: [CH3:34][C:35]1([CH3:43])[O:39][C@@H:38]([CH2:40][CH2:41][NH:42][C:30]([CH:9]2[CH:8]([C:4]3[CH:5]=[CH:6][CH:7]=[C:2]([Cl:1])[C:3]=3[F:33])[C:12]([C:15]3[CH:20]=[CH:19][C:18]([Cl:21])=[CH:17][C:16]=3[F:22])([C:13]#[N:14])[CH:11]([CH2:23][C:24]([CH3:25])([CH3:26])[CH3:27])[N:10]2[CH:28]=[O:29])=[O:31])[CH2:37][O:36]1. The catalyst class is: 2. (8) Reactant: Cl.C(N=C=NCCCN(C)C)C.ON1C2N=CC=CC=2N=N1.C(N(CC)CC)C.[F:30][C:31]1[CH:39]=[C:38]([F:40])[CH:37]=[C:36]([F:41])[C:32]=1[C:33]([OH:35])=O.[CH3:42][O:43][C:44]1[C:49]([C:50]2[N:51]=[N:52][N:53]([C:55]3[N:56]([CH3:71])[N:57]=[C:58]([C:64]([F:70])([F:69])[C:65]([F:68])([F:67])[F:66])[C:59]=3[C:60]([F:63])([F:62])[F:61])[CH:54]=2)=[CH:48][CH:47]=[CH:46][C:45]=1[NH2:72]. Product: [F:41][C:36]1[CH:37]=[C:38]([F:40])[CH:39]=[C:31]([F:30])[C:32]=1[C:33]([NH:72][C:45]1[CH:46]=[CH:47][CH:48]=[C:49]([C:50]2[N:51]=[N:52][N:53]([C:55]3[N:56]([CH3:71])[N:57]=[C:58]([C:64]([F:69])([F:70])[C:65]([F:68])([F:67])[F:66])[C:59]=3[C:60]([F:61])([F:62])[F:63])[CH:54]=2)[C:44]=1[O:43][CH3:42])=[O:35]. The catalyst class is: 503. (9) Reactant: [CH3:1][O:2][C:3](=[O:35])[CH:4]=[CH:5][C:6]1[CH:34]=[CH:33][C:9]2[N:10]([CH3:32])[C:11]([CH2:13][NH:14]C(OCC3C4C(=CC=CC=4)C4C3=CC=CC=4)=O)=[N:12][C:8]=2[CH:7]=1.N1CCCCC1. Product: [CH3:1][O:2][C:3](=[O:35])[CH:4]=[CH:5][C:6]1[CH:34]=[CH:33][C:9]2[N:10]([CH3:32])[C:11]([CH2:13][NH2:14])=[N:12][C:8]=2[CH:7]=1. The catalyst class is: 4. (10) Reactant: [SH:1][C:2]1[N:3]([CH2:7][C:8]([O:10]CC)=[O:9])[CH:4]=[CH:5][N:6]=1.CO.[Li+].[OH-].Cl. Product: [SH:1][C:2]1[N:3]([CH2:7][C:8]([OH:10])=[O:9])[CH:4]=[CH:5][N:6]=1. The catalyst class is: 20.